This data is from Reaction yield outcomes from USPTO patents with 853,638 reactions. The task is: Predict the reaction yield, written as a fraction of the theoretical maximum amount of product (1.0 means a 100% yield; for example, 0.34 means a 34% yield). The reactants are [CH3:1][NH:2][CH2:3][C@@H:4]([C@H:6]([C@@H:8]([C@@H:10]([CH2:12][OH:13])[OH:11])[OH:9])[OH:7])[OH:5].[CH2:14]([O:26][C:27]1[C:36]2[C:31](=[CH:32][CH:33]=[CH:34][CH:35]=2)[C:30]([CH2:37][N:38]([C:50](=[O:54])[C:51]([OH:53])=[O:52])[CH2:39][C:40]2[CH:45]=[CH:44][C:43]([C:46]([F:49])([F:48])[F:47])=[CH:42][CH:41]=2)=[CH:29][CH:28]=1)[CH2:15][CH2:16][CH2:17][CH2:18][CH2:19][CH2:20][CH2:21][CH2:22][CH2:23][CH2:24][CH3:25]. No catalyst specified. The product is [CH3:1][NH:2][CH2:3][C@@H:4]([C@H:6]([C@@H:8]([C@@H:10]([CH2:12][OH:13])[OH:11])[OH:9])[OH:7])[OH:5].[CH2:14]([O:26][C:27]1[C:36]2[C:31](=[CH:32][CH:33]=[CH:34][CH:35]=2)[C:30]([CH2:37][N:38]([C:50](=[O:54])[C:51]([OH:53])=[O:52])[CH2:39][C:40]2[CH:41]=[CH:42][C:43]([C:46]([F:47])([F:48])[F:49])=[CH:44][CH:45]=2)=[CH:29][CH:28]=1)[CH2:15][CH2:16][CH2:17][CH2:18][CH2:19][CH2:20][CH2:21][CH2:22][CH2:23][CH2:24][CH3:25]. The yield is 0.680.